From a dataset of CYP2D6 inhibition data for predicting drug metabolism from PubChem BioAssay. Regression/Classification. Given a drug SMILES string, predict its absorption, distribution, metabolism, or excretion properties. Task type varies by dataset: regression for continuous measurements (e.g., permeability, clearance, half-life) or binary classification for categorical outcomes (e.g., BBB penetration, CYP inhibition). Dataset: cyp2d6_veith. (1) The compound is O=C(c1ccc(Cl)cc1)N1CCCC(c2ccccc2)=N1. The result is 0 (non-inhibitor). (2) The drug is Cn1c(=O)cnc2cnc(Oc3ccccc3)nc21. The result is 0 (non-inhibitor). (3) The compound is Cl.c1coc(CN2CCN(C(c3cccs3)c3nnnn3C3CCCC3)CC2)c1. The result is 1 (inhibitor). (4) The molecule is CCCCCC1=C2CNC(CC(C)C)(C(=O)OC)C=C2C(C)C1=O. The result is 1 (inhibitor). (5) The molecule is COc1ccc(-c2nc(-c3cccc(C)c3)nc(N3CCN(C)CC3)c2C#N)cc1. The result is 0 (non-inhibitor). (6) The drug is COc1ccc(C(=O)NCS(=O)(=O)c2ccc(C)cc2)cc1. The result is 0 (non-inhibitor). (7) The molecule is CCOC(=O)c1c(C)[nH]c(C)c1C(=O)COC(=O)c1ccc(S(=O)(=O)N(CC)CC)cc1. The result is 1 (inhibitor).